Dataset: Forward reaction prediction with 1.9M reactions from USPTO patents (1976-2016). Task: Predict the product of the given reaction. (1) The product is: [Cl:15][C:16]1[CH:35]=[C:34]([F:36])[C:33]([N:37]2[C:4](=[O:6])[CH:3]=[C:2]([C:9]([F:10])([F:11])[F:12])[NH:1][C:38]2=[O:39])=[CH:32][C:17]=1[O:18][C:19]1[CH:31]=[CH:30][CH:29]=[CH:28][C:20]=1[O:21][CH2:22][C:23]([O:25][CH2:26][CH3:27])=[O:24]. Given the reactants [NH2:1]/[C:2](/[C:9]([F:12])([F:11])[F:10])=[CH:3]\[C:4]([O:6]CC)=O.[H-].[Na+].[Cl:15][C:16]1[CH:35]=[C:34]([F:36])[C:33]([NH:37][C:38](OCC)=[O:39])=[CH:32][C:17]=1[O:18][C:19]1[CH:31]=[CH:30][CH:29]=[CH:28][C:20]=1[O:21][CH2:22][C:23]([O:25][CH2:26][CH3:27])=[O:24].Cl, predict the reaction product. (2) The product is: [OH:58][C@H:56]([CH3:57])[CH2:55][NH:54][C:18](=[O:20])[CH2:17][CH:14]1[S:13][C:12]([C:9]2[NH:10][C:11]3[C:7]([CH:8]=2)=[CH:6][C:5]([O:21][C:22]2[CH:23]=[N:24][C:25]([S:28]([CH3:31])(=[O:29])=[O:30])=[CH:26][CH:27]=2)=[CH:4][C:3]=3[O:2][CH3:1])=[N:16][CH2:15]1. Given the reactants [CH3:1][O:2][C:3]1[CH:4]=[C:5]([O:21][C:22]2[CH:23]=[N:24][C:25]([S:28]([CH3:31])(=[O:30])=[O:29])=[CH:26][CH:27]=2)[CH:6]=[C:7]2[C:11]=1[NH:10][C:9]([C:12]1[S:13][CH:14]([CH2:17][C:18]([OH:20])=O)[CH2:15][N:16]=1)=[CH:8]2.Cl.C(N=C=NCCCN(C)C)C.ON1C2C=CC=CC=2N=N1.[NH2:54][CH2:55][C@H:56]([OH:58])[CH3:57], predict the reaction product. (3) Given the reactants [NH2:1][CH:2]([C:11]1[C:16]([F:17])=[CH:15][CH:14]=[CH:13][C:12]=1[O:18][CH2:19][CH3:20])[CH2:3][CH:4]([CH3:10])[C:5]([O:7]CC)=O.[F:21][C:22]([F:33])([F:32])[O:23][C:24]1[CH:25]=[C:26]([CH:29]=[CH:30][CH:31]=1)[CH:27]=O, predict the reaction product. The product is: [CH2:19]([O:18][C:12]1[CH:13]=[CH:14][CH:15]=[C:16]([F:17])[C:11]=1[CH:2]1[N:1]([CH2:27][C:26]2[CH:29]=[CH:30][CH:31]=[C:24]([O:23][C:22]([F:21])([F:32])[F:33])[CH:25]=2)[C:5](=[O:7])[CH:4]([CH3:10])[CH2:3]1)[CH3:20]. (4) Given the reactants [Cl:1][C:2]1[CH:3]=[C:4]([NH2:20])[CH:5]=[C:6]([Cl:19])[C:7]=1[O:8][C:9]1[S:10][C:11]2[CH:17]=[C:16]([Cl:18])[CH:15]=[CH:14][C:12]=2[N:13]=1.[C:21]([C:24]1[CH:29]=[CH:28][C:27]([S:30](Cl)(=[O:32])=[O:31])=[CH:26][CH:25]=1)(=[O:23])[CH3:22], predict the reaction product. The product is: [C:21]([C:24]1[CH:25]=[CH:26][C:27]([S:30]([NH:20][C:4]2[CH:3]=[C:2]([Cl:1])[C:7]([O:8][C:9]3[S:10][C:11]4[CH:17]=[C:16]([Cl:18])[CH:15]=[CH:14][C:12]=4[N:13]=3)=[C:6]([Cl:19])[CH:5]=2)(=[O:32])=[O:31])=[CH:28][CH:29]=1)(=[O:23])[CH3:22]. (5) Given the reactants [CH3:1][CH:2]1[CH2:10][C:9]2[NH:8][N:7]=[CH:6][C:5]=2[C:4]2[N:11]=[C:12]([NH:14][C:15]3[CH:20]=[CH:19][CH:18]=[CH:17][N:16]=3)[S:13][C:3]1=2.C(C1C(=O)C(Cl)=C(Cl)C(=O)C=1C#N)#N.[O-]S([O-])=O.[Na+].[Na+], predict the reaction product. The product is: [CH3:1][C:2]1[CH:10]=[C:9]2[C:5]([CH:6]=[N:7][NH:8]2)=[C:4]2[C:3]=1[S:13][C:12]([NH:14][C:15]1[CH:20]=[CH:19][CH:18]=[CH:17][N:16]=1)=[N:11]2. (6) Given the reactants C([O:3][C:4](=[O:31])[C:5]1[CH:10]=[CH:9][CH:8]=[C:7]([C:11]2[CH2:15][CH2:14][CH2:13][C:12]=2[C:16]2[CH:21]=[C:20]([Cl:22])[CH:19]=[CH:18][C:17]=2[O:23][CH2:24][C:25]2[CH:30]=[CH:29][CH:28]=[CH:27][CH:26]=2)[CH:6]=1)C, predict the reaction product. The product is: [Cl:22][C:20]1[CH:19]=[CH:18][C:17]([O:23][CH2:24][C:25]2[CH:26]=[CH:27][CH:28]=[CH:29][CH:30]=2)=[C:16]([C:12]2[CH2:13][CH2:14][CH2:15][C:11]=2[C:7]2[CH:6]=[C:5]([CH:10]=[CH:9][CH:8]=2)[C:4]([OH:31])=[O:3])[CH:21]=1. (7) Given the reactants [N+:1]([C:4]1[CH:5]=[C:6]([CH:14]=[CH:15][CH:16]=1)[CH2:7][CH2:8][NH:9][S:10]([CH3:13])(=[O:12])=[O:11])([O-:3])=[O:2].[CH2:17]=O, predict the reaction product. The product is: [CH3:13][S:10]([N:9]1[CH2:8][CH2:7][C:6]2[C:14](=[CH:15][CH:16]=[C:4]([N+:1]([O-:3])=[O:2])[CH:5]=2)[CH2:17]1)(=[O:12])=[O:11].